Predict the reaction yield, written as a fraction of the theoretical maximum amount of product (1.0 means a 100% yield; for example, 0.34 means a 34% yield). From a dataset of Reaction yield outcomes from USPTO patents with 853,638 reactions. (1) The reactants are Cl[C:2]1[CH:11]=[C:10]([Cl:12])[C:9]2[C:4](=[CH:5][CH:6]=[CH:7][CH:8]=2)[N:3]=1.[CH3:13][S:14][C:15]1[CH:20]=[CH:19][C:18](B(O)O)=[CH:17][CH:16]=1.C([O-])([O-])=O.[Na+].[Na+]. The catalyst is CN(C=O)C.C1C=CC([P]([Pd]([P](C2C=CC=CC=2)(C2C=CC=CC=2)C2C=CC=CC=2)([P](C2C=CC=CC=2)(C2C=CC=CC=2)C2C=CC=CC=2)[P](C2C=CC=CC=2)(C2C=CC=CC=2)C2C=CC=CC=2)(C2C=CC=CC=2)C2C=CC=CC=2)=CC=1. The product is [Cl:12][C:10]1[C:9]2[C:4](=[CH:5][CH:6]=[CH:7][CH:8]=2)[N:3]=[C:2]([C:18]2[CH:19]=[CH:20][C:15]([S:14][CH3:13])=[CH:16][CH:17]=2)[CH:11]=1. The yield is 0.890. (2) The reactants are O=[C:2]1[C:11]2[S:12][CH:13]=[CH:14][C:10]=2[C:9]2[CH:8]=[CH:7][C:6]([C:15]#[N:16])=[CH:5][C:4]=2[NH:3]1.P(Cl)(Cl)([Cl:19])=O. The catalyst is C(#N)C. The product is [Cl:19][C:2]1[C:11]2[S:12][CH:13]=[CH:14][C:10]=2[C:9]2[CH:8]=[CH:7][C:6]([C:15]#[N:16])=[CH:5][C:4]=2[N:3]=1. The yield is 0.900. (3) The reactants are C(N(CC)CC)C.[CH3:8][C@H:9]1[C:17]2[C:16]([N:18]3[CH2:23][CH2:22][N:21]([C:24]([O:26][C:27]([CH3:30])([CH3:29])[CH3:28])=[O:25])[CH2:20][CH2:19]3)=[N:15][CH:14]=[N:13][C:12]=2[C:11](=[O:31])[CH2:10]1.O[C@H]1C2N=CN=C(N3CCN(C(OC(C)(C)C)=O)CC3)C=2[C@H](C)C1. The catalyst is C(Cl)Cl. The product is [OH:31][C@@H:11]1[C:12]2[N:13]=[CH:14][N:15]=[C:16]([N:18]3[CH2:23][CH2:22][N:21]([C:24]([O:26][C:27]([CH3:30])([CH3:29])[CH3:28])=[O:25])[CH2:20][CH2:19]3)[C:17]=2[C@H:9]([CH3:8])[CH2:10]1. The yield is 0.953.